Dataset: Catalyst prediction with 721,799 reactions and 888 catalyst types from USPTO. Task: Predict which catalyst facilitates the given reaction. (1) Reactant: [F:1][C:2]([F:6])([F:5])[CH2:3][OH:4].C(N(CC)CC)C.[C:14]1([CH3:24])[CH:19]=[CH:18][C:17]([S:20](Cl)(=[O:22])=[O:21])=[CH:16][CH:15]=1. Product: [CH3:24][C:14]1[CH:19]=[CH:18][C:17]([S:20]([O:4][CH2:3][C:2]([F:6])([F:5])[F:1])(=[O:22])=[O:21])=[CH:16][CH:15]=1. The catalyst class is: 4. (2) Reactant: [CH3:1][C:2]1([CH3:16])[C:6]([CH3:8])([CH3:7])[O:5][B:4]([C:9]2[CH:10]=[CH:11][C:12]([NH2:15])=[N:13][CH:14]=2)[O:3]1.[C:17]1([N:23]=[C:24]=[O:25])[CH:22]=[CH:21][CH:20]=[CH:19][CH:18]=1. Product: [C:17]1([NH:23][C:24]([NH:15][C:12]2[CH:11]=[CH:10][C:9]([B:4]3[O:3][C:2]([CH3:16])([CH3:1])[C:6]([CH3:7])([CH3:8])[O:5]3)=[CH:14][N:13]=2)=[O:25])[CH:22]=[CH:21][CH:20]=[CH:19][CH:18]=1. The catalyst class is: 7. (3) Reactant: Cl.N1C=CC=CC=1.C[O:9][C:10]1[CH:15]=[CH:14][CH:13]=[CH:12][C:11]=1[C:16]1[N:21]=[C:20]([C:22]2[CH:27]=[CH:26][CH:25]=[C:24]([C:28]3[CH:33]=[CH:32][CH:31]=[CH:30][CH:29]=3)[N:23]=2)[CH:19]=[CH:18][CH:17]=1.[OH-].[Na+]. Product: [C:28]1([C:24]2[N:23]=[C:22]([C:20]3[CH:19]=[CH:18][CH:17]=[C:16]([C:11]4[CH:12]=[CH:13][CH:14]=[CH:15][C:10]=4[OH:9])[N:21]=3)[CH:27]=[CH:26][CH:25]=2)[CH:29]=[CH:30][CH:31]=[CH:32][CH:33]=1. The catalyst class is: 6. (4) Reactant: Cl.[N+:2]([C:5]1[CH:10]=[CH:9][C:8]([CH2:11][C:12](=[NH:14])[NH2:13])=[CH:7][CH:6]=1)([O-:4])=[O:3].[CH:15]([C:27](OCC)=[O:28])([C:22](OCC)=[O:23])[CH2:16][C:17]([O:19][CH2:20]C)=[O:18].C[O-].[Na+].Cl. Product: [OH:23][C:22]1[C:15]([CH2:16][C:17]([O:19][CH3:20])=[O:18])=[C:27]([OH:28])[N:13]=[C:12]([CH2:11][C:8]2[CH:7]=[CH:6][C:5]([N+:2]([O-:4])=[O:3])=[CH:10][CH:9]=2)[N:14]=1. The catalyst class is: 72. (5) Product: [CH3:40][O:41][C:42]1[CH:47]=[C:46]([CH:45]=[CH:44][CH:43]=1)[O:1][CH2:2][CH2:3][CH2:4][C:5]1[CH:6]=[CH:7][C:8]([C@@H:11]2[CH2:20][CH2:19][C@@:13]3([NH:17][C:16](=[O:18])[O:15][CH2:14]3)[CH2:12]2)=[CH:9][CH:10]=1. Reactant: [OH:1][CH2:2][CH2:3][CH2:4][C:5]1[CH:10]=[CH:9][C:8]([C@@H:11]2[CH2:20][CH2:19][C@@:13]3([NH:17][C:16](=[O:18])[O:15][CH2:14]3)[CH2:12]2)=[CH:7][CH:6]=1.C1(P(C2C=CC=CC=2)C2C=CC=CC=2)C=CC=CC=1.[CH3:40][O:41][C:42]1[CH:43]=[C:44](O)[CH:45]=[CH:46][CH:47]=1.CC(OC(/N=N/C(OC(C)(C)C)=O)=O)(C)C. The catalyst class is: 1. (6) Reactant: [F:1][C:2]([F:9])([F:8])[C:3]1[CH:4]=[N:5][NH:6][CH:7]=1.F[C:11]1[CH:18]=[CH:17][C:14]([C:15]#[N:16])=[C:13]([CH3:19])[CH:12]=1.C(=O)([O-])[O-].[K+].[K+].O. Product: [CH3:19][C:13]1[CH:12]=[C:11]([N:5]2[CH:4]=[C:3]([C:2]([F:9])([F:8])[F:1])[CH:7]=[N:6]2)[CH:18]=[CH:17][C:14]=1[C:15]#[N:16]. The catalyst class is: 10. (7) Reactant: [CH:1]1([CH2:4][NH:5][C:6](=[O:12])[O:7][C:8]([CH3:11])([CH3:10])[CH3:9])[CH2:3][CH2:2]1.[Li]CCCC.Cl[CH2:19][O:20][CH3:21]. Product: [CH:1]1([CH2:4][N:5]([CH2:19][O:20][CH3:21])[C:6](=[O:12])[O:7][C:8]([CH3:9])([CH3:11])[CH3:10])[CH2:2][CH2:3]1. The catalyst class is: 1. (8) Reactant: [C:1]([O-:4])([O-])=[O:2].[K+].[K+].[CH2:7]1[O:9][C@H:8]1[CH2:10]Cl.C(N(CC)CC)C.[CH:19]1([NH2:24])[CH2:23][CH2:22][CH2:21][CH2:20]1. Product: [CH:19]1([N:24]2[CH2:10][C@H:8]([CH2:7][OH:9])[O:4][C:1]2=[O:2])[CH2:23][CH2:22][CH2:21][CH2:20]1. The catalyst class is: 5. (9) Reactant: [NH2:1][C:2]1[C:3]([C:8]2[CH:26]=[CH:25][C:11]([C:12]([NH:14][C:15]3[CH:20]=[CH:19][C:18]([C:21]([CH3:24])([CH3:23])[CH3:22])=[CH:17][CH:16]=3)=[O:13])=[CH:10][CH:9]=2)=[N:4][CH:5]=[CH:6][CH:7]=1.C(N(CC)CC)C.[CH3:34][S:35](Cl)(=[O:37])=[O:36]. Product: [C:21]([C:18]1[CH:19]=[CH:20][C:15]([NH:14][C:12](=[O:13])[C:11]2[CH:10]=[CH:9][C:8]([C:3]3[C:2]([N:1]([S:35]([CH3:34])(=[O:37])=[O:36])[S:35]([CH3:34])(=[O:37])=[O:36])=[CH:7][CH:6]=[CH:5][N:4]=3)=[CH:26][CH:25]=2)=[CH:16][CH:17]=1)([CH3:22])([CH3:23])[CH3:24]. The catalyst class is: 2. (10) Reactant: [Cl:1][C:2]1[N:3]=[N:4][C:5]([NH:8][NH2:9])=[CH:6][CH:7]=1.[OH:10][C@H:11]([CH3:15])[C:12](O)=O.CC1C=CC(S(O)(=O)=O)=CC=1.O. Product: [Cl:1][C:2]1[CH:7]=[CH:6][C:5]2[N:4]([C:12]([C@H:11]([OH:10])[CH3:15])=[N:9][N:8]=2)[N:3]=1. The catalyst class is: 11.